This data is from Full USPTO retrosynthesis dataset with 1.9M reactions from patents (1976-2016). The task is: Predict the reactants needed to synthesize the given product. (1) Given the product [C:1]([C:5]1[CH:6]=[CH:7][C:8]([CH:11]([C:19]2[CH:24]=[CH:23][C:22]([Cl:25])=[C:21]([O:26][CH3:27])[N:20]=2)[CH2:12][C@@H:13]2[NH:17][C:16](=[O:18])[CH2:15][CH2:14]2)=[CH:9][CH:10]=1)([CH3:4])([CH3:2])[CH3:3], predict the reactants needed to synthesize it. The reactants are: [C:1]([C:5]1[CH:10]=[CH:9][C:8]([C:11]([C:19]2[CH:24]=[CH:23][C:22]([Cl:25])=[C:21]([O:26][CH3:27])[N:20]=2)=[CH:12][C@@H:13]2[NH:17][C:16](=[O:18])[CH2:15][CH2:14]2)=[CH:7][CH:6]=1)([CH3:4])([CH3:3])[CH3:2].[H][H]. (2) Given the product [F:42][CH2:43][CH:44]1[CH2:49][CH2:48][N:47]([C:50]([N:6]2[CH2:7][C:8]3[CH:13]=[C:12]([C:14]4[CH:15]=[CH:16][C:17]5[N:21]=[C:20]([NH:22][C:23](=[O:26])[O:24][CH3:25])[NH:19][C:18]=5[CH:27]=4)[CH:11]=[CH:10][C:9]=3[O:3][CH2:4][CH2:5]2)=[O:51])[CH2:46][CH2:45]1, predict the reactants needed to synthesize it. The reactants are: Cl.Cl.[O:3]1[C:9]2[CH:10]=[CH:11][C:12]([C:14]3[CH:15]=[CH:16][C:17]4[N:21]=[C:20]([NH:22][C:23](=[O:26])[O:24][CH3:25])[NH:19][C:18]=4[CH:27]=3)=[CH:13][C:8]=2[CH2:7][NH:6][CH2:5][CH2:4]1.CN(C=O)C.CCN(C(C)C)C(C)C.[F:42][CH2:43][CH:44]1[CH2:49][CH2:48][N:47]([C:50](Cl)=[O:51])[CH2:46][CH2:45]1. (3) Given the product [F:38][C:27]([CH:24]1[CH2:25][CH2:26][N:21]([C:18]2[N:19]=[CH:20][C:15]([C:6]3[C:5]4[C:10](=[CH:11][C:12]([O:13][CH3:14])=[C:3]([O:2][CH3:1])[CH:4]=4)[N:9]=[N:8][CH:7]=3)=[CH:16][C:17]=2[CH3:31])[CH2:22][CH2:23]1)([CH3:29])[CH3:28], predict the reactants needed to synthesize it. The reactants are: [CH3:1][O:2][C:3]1[CH:4]=[C:5]2[C:10](=[CH:11][C:12]=1[O:13][CH3:14])[N:9]=[N:8][CH:7]=[C:6]2[C:15]1[CH:16]=[C:17]([CH3:31])[C:18]([N:21]2[CH2:26][CH2:25][CH:24]([C:27](O)([CH3:29])[CH3:28])[CH2:23][CH2:22]2)=[N:19][CH:20]=1.C(N(S(F)(F)[F:38])CC)C. (4) Given the product [F:23][C:22]1[C:17]([C:13]2[CH:14]=[CH:15][CH:16]=[C:11]([N:9]3[CH:10]=[C:6]([C:4]([C:28]4[CH:33]=[C:32]([CH3:34])[CH:31]=[CH:30][N:29]=4)=[O:5])[N:7]=[CH:8]3)[CH:12]=2)=[C:18]([O:24][CH3:25])[CH:19]=[CH:20][CH:21]=1, predict the reactants needed to synthesize it. The reactants are: CON(C)[C:4]([C:6]1[N:7]=[CH:8][N:9]([C:11]2[CH:12]=[C:13]([C:17]3[C:22]([F:23])=[CH:21][CH:20]=[CH:19][C:18]=3[O:24][CH3:25])[CH:14]=[CH:15][CH:16]=2)[CH:10]=1)=[O:5].Br[C:28]1[CH:33]=[C:32]([CH3:34])[CH:31]=[CH:30][N:29]=1. (5) Given the product [C:11]([O:15][C:16]([NH:18][CH2:22][CH2:21][CH:20]([CH2:24][C:25]1[CH:32]=[CH:31][C:28]([CH3:29])=[CH:27][CH:26]=1)[C:19]([OH:23])=[O:36])=[O:17])([CH3:14])([CH3:13])[CH3:12], predict the reactants needed to synthesize it. The reactants are: [Li+].C[Si]([N-][Si](C)(C)C)(C)C.[C:11]([O:15][C:16]([N:18]1[CH2:22][CH2:21][CH2:20][C:19]1=[O:23])=[O:17])([CH3:14])([CH3:13])[CH3:12].[CH3:24][C:25]1[CH:32]=[CH:31][C:28]([CH2:29]Br)=[CH:27][CH:26]=1.C1C[O:36]CC1. (6) Given the product [CH3:1][O:2][C:3](=[O:21])[CH2:4][C:5]1[CH:10]=[CH:9][CH:8]=[C:7]([O:11][C:12]2[CH:17]=[CH:16][C:15]([Br:18])=[CH:14][C:13]=2[CH2:19][NH:31][C@@H:24]2[C:25]3[C:30](=[CH:29][CH:28]=[CH:27][CH:26]=3)[CH2:22][C@@H:23]2[OH:32])[CH:6]=1, predict the reactants needed to synthesize it. The reactants are: [CH3:1][O:2][C:3](=[O:21])[CH2:4][C:5]1[CH:10]=[CH:9][CH:8]=[C:7]([O:11][C:12]2[CH:17]=[CH:16][C:15]([Br:18])=[CH:14][C:13]=2[CH:19]=O)[CH:6]=1.[CH2:22]1[C:30]2[C:25](=[CH:26][CH:27]=[CH:28][CH:29]=2)[C@@H:24]([NH2:31])[C@H:23]1[OH:32]. (7) Given the product [C:24]([O:23][C:21]([NH:15][C@H:14]([CH2:19][CH2:18][CH2:17][C:16]([C:5]1[CH:6]=[CH:7][C:2]([F:1])=[CH:3][CH:4]=1)=[O:20])[C:12]([O:11][CH3:10])=[O:13])=[O:22])([CH3:27])([CH3:26])[CH3:25], predict the reactants needed to synthesize it. The reactants are: [F:1][C:2]1[CH:7]=[CH:6][C:5]([Mg]Br)=[CH:4][CH:3]=1.[CH3:10][O:11][C:12]([C@H:14]1[CH2:19][CH2:18][CH2:17][C:16](=[O:20])[N:15]1[C:21]([O:23][C:24]([CH3:27])([CH3:26])[CH3:25])=[O:22])=[O:13].[Cl-].[NH4+].C(OCC)(=O)C. (8) Given the product [C:16]([O:15][C:13]([NH:1][C@@H:2]([CH2:3][C:4]1[CH:9]=[CH:8][CH:7]=[CH:6][CH:5]=1)[C:10]([O:12][CH2:26][C:27]1[CH:32]=[CH:31][CH:30]=[CH:29][CH:28]=1)=[O:11])=[O:14])([CH3:19])([CH3:18])[CH3:17], predict the reactants needed to synthesize it. The reactants are: [NH:1]([C:13]([O:15][C:16]([CH3:19])([CH3:18])[CH3:17])=[O:14])[C@H:2]([C:10]([OH:12])=[O:11])[CH2:3][C:4]1[CH:9]=[CH:8][CH:7]=[CH:6][CH:5]=1.C(=O)([O-])[O-].[K+].[K+].[CH2:26](Cl)[C:27]1[CH:32]=[CH:31][CH:30]=[CH:29][CH:28]=1.